From a dataset of Forward reaction prediction with 1.9M reactions from USPTO patents (1976-2016). Predict the product of the given reaction. (1) Given the reactants CS(O[CH:6]1[CH2:9][CH:8]([C:10]([O:12][CH3:13])=[O:11])[CH2:7]1)(=O)=O.C([O-])([O-])=O.[K+].[K+].[F:20][C:21]([F:30])([F:29])[C:22]1[CH:23]=[C:24]([SH:28])[CH:25]=[CH:26][CH:27]=1, predict the reaction product. The product is: [F:30][C:21]([F:20])([F:29])[C:22]1[CH:23]=[C:24]([S:28][C@@H:6]2[CH2:7][C@H:8]([C:10]([O:12][CH3:13])=[O:11])[CH2:9]2)[CH:25]=[CH:26][CH:27]=1. (2) Given the reactants [CH:1]1([CH2:7][C@H:8]([N:21]=[C:22]=[S:23])[CH2:9][N:10]([CH3:20])[C:11](=[O:19])[O:12][CH2:13][CH2:14][Si:15]([CH3:18])([CH3:17])[CH3:16])[CH2:6][CH2:5][CH2:4][CH2:3][CH2:2]1.[N:24]#[C:25][NH2:26].[Na], predict the reaction product. The product is: [C:25]([NH:26][C:22]([NH:21][C@@H:8]([CH2:7][CH:1]1[CH2:2][CH2:3][CH2:4][CH2:5][CH2:6]1)[CH2:9][N:10]([CH3:20])[C:11]([O:12][CH2:13][CH2:14][Si:15]([CH3:17])([CH3:16])[CH3:18])=[O:19])=[S:23])#[N:24].